This data is from Retrosynthesis with 50K atom-mapped reactions and 10 reaction types from USPTO. The task is: Predict the reactants needed to synthesize the given product. Given the product C[C@H]1CNC[C@@H](NC(=O)OC(C)(C)C)[C@]1(C)O, predict the reactants needed to synthesize it. The reactants are: C[C@H]1CN(C(=O)OCc2ccccc2)C[C@@H](NC(=O)OC(C)(C)C)[C@]1(C)O.